From a dataset of Full USPTO retrosynthesis dataset with 1.9M reactions from patents (1976-2016). Predict the reactants needed to synthesize the given product. (1) Given the product [CH2:1]([N:8]1[CH2:13][CH2:12][CH:11]([NH:14][C:15]2[CH:18]=[C:19]([N:23]3[C:31]4[C:26](=[CH:27][C:28]([S:32]([CH3:35])(=[O:33])=[O:34])=[CH:29][CH:30]=4)[CH2:25][CH2:24]3)[N:20]=[CH:21][N:22]=2)[CH2:10][CH2:9]1)[C:2]1[CH:3]=[CH:4][CH:5]=[CH:6][CH:7]=1, predict the reactants needed to synthesize it. The reactants are: [CH2:1]([N:8]1[CH2:13][CH2:12][CH:11]([NH:14][CH3:15])[CH2:10][CH2:9]1)[C:2]1[CH:7]=[CH:6][CH:5]=[CH:4][CH:3]=1.ClC1[N:22]=[CH:21][N:20]=[C:19]([N:23]2[C:31]3[C:26](=[CH:27][C:28]([S:32]([CH3:35])(=[O:34])=[O:33])=[CH:29][CH:30]=3)[CH2:25][CH2:24]2)[CH:18]=1.C(=O)([O-])[O-].[K+].[K+]. (2) The reactants are: [Cl:1][C:2]1[C:7]([C:8]2[CH:9]=[CH:10][C:11]3[N:12](C(C#N)=[CH:15][N:16]=3)[CH:13]=2)=[CH:6][CH:5]=[CH:4][N:3]=1.BrC1C=CC2[N:24](N=CN=2)C=1.ClC1C(B2OC(C)(C)C(C)(C)O2)=CC=CN=1.C([O-])([O-])=O.[Na+].[Na+]. Given the product [Cl:1][C:2]1[C:7]([C:8]2[CH:9]=[CH:10][C:11]3[N:12]([N:24]=[CH:15][N:16]=3)[CH:13]=2)=[CH:6][CH:5]=[CH:4][N:3]=1, predict the reactants needed to synthesize it. (3) The reactants are: I[C:2]1[C:10]2[C:5](=[N:6][CH:7]=[N:8][C:9]=2[NH2:11])[N:4]([CH2:12][CH2:13][CH2:14][N:15]2[CH2:20][CH2:19][N:18]([CH3:21])[CH2:17][CH2:16]2)[N:3]=1.[CH3:22][O:23][C:24]1[CH:29]=[C:28](B2OC(C)(C)C(C)(C)O2)[CH:27]=[CH:26][C:25]=1[NH:39][C:40]([C:42]1[N:43]([CH3:51])[C:44]2[C:49]([CH:50]=1)=[CH:48][CH:47]=[CH:46][CH:45]=2)=[O:41].C(=O)([O-])[O-].[Na+].[Na+]. Given the product [NH2:11][C:9]1[N:8]=[CH:7][N:6]=[C:5]2[N:4]([CH2:12][CH2:13][CH2:14][N:15]3[CH2:20][CH2:19][N:18]([CH3:21])[CH2:17][CH2:16]3)[N:3]=[C:2]([C:28]3[CH:27]=[CH:26][C:25]([NH:39][C:40]([C:42]4[N:43]([CH3:51])[C:44]5[C:49]([CH:50]=4)=[CH:48][CH:47]=[CH:46][CH:45]=5)=[O:41])=[C:24]([O:23][CH3:22])[CH:29]=3)[C:10]=12, predict the reactants needed to synthesize it. (4) Given the product [Br:40][CH2:1][C:2]1[CH:7]=[CH:6][C:5]([C:8]2[CH:9]=[CH:10][C:11]([N+:14]([O-:16])=[O:15])=[CH:12][CH:13]=2)=[CH:4][C:3]=1[C:17]([O:19][CH3:20])=[O:18], predict the reactants needed to synthesize it. The reactants are: [CH3:1][C:2]1[CH:7]=[CH:6][C:5]([C:8]2[CH:13]=[CH:12][C:11]([N+:14]([O-:16])=[O:15])=[CH:10][CH:9]=2)=[CH:4][C:3]=1[C:17]([O:19][CH3:20])=[O:18].CC(N=NC(C#N)(C)C)(C#N)C.C1C(=O)N([Br:40])C(=O)C1. (5) Given the product [CH3:5][C:2]([N:6]1[Si:7]([CH3:14])([CH3:13])[CH2:8][CH2:9][Si:10]1([CH3:11])[CH3:12])([CH3:1])[C:3]#[C:4][CH3:15], predict the reactants needed to synthesize it. The reactants are: [CH3:1][C:2]([N:6]1[Si:10]([CH3:12])([CH3:11])[CH2:9][CH2:8][Si:7]1([CH3:14])[CH3:13])([CH3:5])[C:3]#[CH:4].[CH2:15]([Li])CCC.CI. (6) Given the product [CH3:1][N:2]([CH:31]([CH3:33])[CH3:32])[C:3]1[C:4]([C:16]2[CH:20]=[CH:19][NH:18][CH:17]=2)=[N:5][C:6]2[C:11]([N:12]=1)=[CH:10][C:9]([C:13]([O:15][CH3:34])=[O:14])=[CH:8][CH:7]=2, predict the reactants needed to synthesize it. The reactants are: [CH3:1][N:2]([CH:31]([CH3:33])[CH3:32])[C:3]1[C:4]([C:16]2[CH:20]=[CH:19][N:18]([Si](C(C)C)(C(C)C)C(C)C)[CH:17]=2)=[N:5][C:6]2[C:11]([N:12]=1)=[CH:10][C:9]([C:13]([O-:15])=[O:14])=[CH:8][CH:7]=2.[CH3:34]CCC[N+](CCCC)(CCCC)CCCC.[F-]. (7) The reactants are: [NH2:1][C:2]1[CH:7]=[CH:6][C:5]([C:8]([N:10]2[CH2:15][CH2:14][CH:13]([NH:16][C:17]3[N:22]=[C:21]([C:23]4[C:31]5[C:26](=[CH:27][CH:28]=[CH:29][CH:30]=5)[N:25](S(C5C=CC=CC=5)(=O)=O)[CH:24]=4)[C:20]([Cl:41])=[CH:19][N:18]=3)[CH2:12][CH2:11]2)=[O:9])=[CH:4][C:3]=1[F:42].[OH-].[Na+]. Given the product [NH2:1][C:2]1[CH:7]=[CH:6][C:5]([C:8]([N:10]2[CH2:15][CH2:14][CH:13]([NH:16][C:17]3[N:22]=[C:21]([C:23]4[C:31]5[C:26](=[CH:27][CH:28]=[CH:29][CH:30]=5)[NH:25][CH:24]=4)[C:20]([Cl:41])=[CH:19][N:18]=3)[CH2:12][CH2:11]2)=[O:9])=[CH:4][C:3]=1[F:42], predict the reactants needed to synthesize it. (8) The reactants are: [Cl:1][C:2]1[CH:7]=[CH:6][C:5]([C:8]2[N:9]([CH2:14][C@H:15]([OH:20])[C:16]([F:19])([F:18])[F:17])[C:10](=[O:13])[NH:11][N:12]=2)=[CH:4][CH:3]=1.C(=O)([O-])[O-].[Cs+].[Cs+].Br[CH2:28][C:29]1[CH:30]=[N:31][N:32]([C:34]2[CH:39]=[CH:38][CH:37]=[CH:36][C:35]=2[Cl:40])[CH:33]=1.O. Given the product [Cl:1][C:2]1[CH:7]=[CH:6][C:5]([C:8]2[N:9]([CH2:14][C@H:15]([OH:20])[C:16]([F:18])([F:19])[F:17])[C:10](=[O:13])[N:11]([CH2:28][C:29]3[CH:30]=[N:31][N:32]([C:34]4[CH:39]=[CH:38][CH:37]=[CH:36][C:35]=4[Cl:40])[CH:33]=3)[N:12]=2)=[CH:4][CH:3]=1, predict the reactants needed to synthesize it. (9) The reactants are: [F:1][C:2]1([C:15](OCC)=[O:16])[CH2:7][CH2:6][N:5]([C:8]([O:10][C:11]([CH3:14])([CH3:13])[CH3:12])=[O:9])[CH2:4][CH2:3]1.[H-].[H-].[H-].[H-].[Li+].[Al+3].O.[OH-].[Na+]. Given the product [F:1][C:2]1([CH2:15][OH:16])[CH2:3][CH2:4][N:5]([C:8]([O:10][C:11]([CH3:12])([CH3:13])[CH3:14])=[O:9])[CH2:6][CH2:7]1, predict the reactants needed to synthesize it.